Dataset: Forward reaction prediction with 1.9M reactions from USPTO patents (1976-2016). Task: Predict the product of the given reaction. (1) Given the reactants [BH4-].[Na+].[CH:3]([C:5]1[CH:15]=[CH:14][C:8]([CH:9]=[CH:10][C:11]([OH:13])=[O:12])=[CH:7][CH:6]=1)=[O:4], predict the reaction product. The product is: [OH:4][CH2:3][C:5]1[CH:6]=[CH:7][C:8]([CH:9]=[CH:10][C:11]([OH:13])=[O:12])=[CH:14][CH:15]=1. (2) Given the reactants FC(F)(F)S(O)(=O)=O.[CH3:9][C:10]1([CH3:22])[N:14]([C:15](=[O:18])[CH2:16][NH2:17])[C@@H:13]([CH2:19][CH:20]=[CH2:21])[CH2:12][O:11]1.[N:23]([O-])=O.[Na+], predict the reaction product. The product is: [N+:17](=[CH:16][C:15]([N:14]1[C@@H:13]([CH2:19][CH:20]=[CH2:21])[CH2:12][O:11][C:10]1([CH3:22])[CH3:9])=[O:18])=[N-:23]. (3) Given the reactants Br[C:2]1[CH:15]=[CH:14][C:5]([O:6][Si:7]([C:10]([CH3:13])([CH3:12])[CH3:11])([CH3:9])[CH3:8])=[CH:4][C:3]=1[CH:16]([CH3:18])[CH3:17].C([Li])(C)(C)C.CN([CH:27]=[O:28])C, predict the reaction product. The product is: [C:10]([Si:7]([CH3:9])([CH3:8])[O:6][C:5]1[CH:14]=[CH:15][C:2]([CH:27]=[O:28])=[C:3]([CH:16]([CH3:18])[CH3:17])[CH:4]=1)([CH3:13])([CH3:12])[CH3:11]. (4) Given the reactants [Cl:1][C:2]1[CH:20]=[C:19]([OH:21])[CH:18]=[C:17]([Cl:22])[C:3]=1[CH2:4][CH:5]1[CH2:9][CH2:8][N:7]([CH:10]2[CH2:15][CH2:14][CH2:13][CH2:12][CH2:11]2)[C:6]1=[O:16].N1C=CC=CC=1.[O:29](S(C(F)(F)F)(=O)=O)[S:30]([C:33]([F:36])([F:35])[F:34])(=O)=[O:31], predict the reaction product. The product is: [F:34][C:33]([F:36])([F:35])[S:30]([O:21][C:19]1[CH:18]=[C:17]([Cl:22])[C:3]([CH2:4][CH:5]2[CH2:9][CH2:8][N:7]([CH:10]3[CH2:11][CH2:12][CH2:13][CH2:14][CH2:15]3)[C:6]2=[O:16])=[C:2]([Cl:1])[CH:20]=1)(=[O:31])=[O:29].